Dataset: Forward reaction prediction with 1.9M reactions from USPTO patents (1976-2016). Task: Predict the product of the given reaction. (1) Given the reactants [CH3:1][N:2]([CH3:6])[C:3](Cl)=[O:4].C(N(CC)CC)C.[NH2:14][CH2:15][CH2:16][CH2:17][Si:18]([O:23][CH3:24])([O:21][CH3:22])[O:19][CH3:20], predict the reaction product. The product is: [CH3:1][N:2]([CH3:6])[C:3]([NH:14][CH2:15][CH2:16][CH2:17][Si:18]([O:23][CH3:24])([O:19][CH3:20])[O:21][CH3:22])=[O:4]. (2) The product is: [CH3:18][O:8][C:7](=[O:9])[C:6]1[CH:10]=[C:2]([Cl:1])[CH:3]=[CH:4][C:5]=1[N+:11]([O-:13])=[O:12]. Given the reactants [Cl:1][C:2]1[CH:3]=[CH:4][C:5]([N+:11]([O-:13])=[O:12])=[C:6]([CH:10]=1)[C:7]([OH:9])=[O:8].S(Cl)(Cl)=O.[CH3:18]O, predict the reaction product. (3) Given the reactants C(N(S(F)(F)[F:7])CC)C.[C:10]([O:14][C:15](=[O:29])[NH:16][C@H:17]([C:22]([N:24]1[CH2:27][CH:26](O)[CH2:25]1)=[O:23])[C@@H:18]([CH3:21])[CH2:19][CH3:20])([CH3:13])([CH3:12])[CH3:11], predict the reaction product. The product is: [C:10]([O:14][C:15](=[O:29])[NH:16][C@H:17]([C:22]([N:24]1[CH2:27][CH:26]([F:7])[CH2:25]1)=[O:23])[C@@H:18]([CH3:21])[CH2:19][CH3:20])([CH3:13])([CH3:12])[CH3:11]. (4) Given the reactants C[O:2][C:3](=[O:27])[C:4]1[CH:9]=[CH:8][C:7](C(C2C(O)=CC3C(C)(C)CCC(C)(C)C=3C=2)=O)=[CH:6][CH:5]=1.[OH-].[K+].BrCCCCCC, predict the reaction product. The product is: [C:3]([OH:27])(=[O:2])[C:4]1[CH:9]=[CH:8][CH:7]=[CH:6][CH:5]=1. (5) Given the reactants [CH3:1][O:2][C:3]1[CH:8]=[CH:7][C:6]([S:9]([Cl:12])(=[O:11])=[O:10])=[CH:5][CH:4]=1.[F:13][C:14]1[CH:19]=[CH:18][C:17]([C:20]2[C:21]([N:26]3[CH2:31][CH2:30][N:29]([CH2:32][CH2:33][NH:34][CH3:35])[CH2:28][CH2:27]3)=[N:22][CH:23]=[CH:24][N:25]=2)=[CH:16][CH:15]=1.N1CCOCC1, predict the reaction product. The product is: [ClH:12].[F:13][C:14]1[CH:19]=[CH:18][C:17]([C:20]2[C:21]([N:26]3[CH2:27][CH2:28][N:29]([CH2:32][CH2:33][N:34]([CH3:35])[S:9]([C:6]4[CH:7]=[CH:8][C:3]([O:2][CH3:1])=[CH:4][CH:5]=4)(=[O:11])=[O:10])[CH2:30][CH2:31]3)=[N:22][CH:23]=[CH:24][N:25]=2)=[CH:16][CH:15]=1. (6) The product is: [CH3:1][C:2]1[CH:6]=[C:5]2[N:7]=[C:17]([OH:16])[CH:18]=[CH:19][N:4]2[N:3]=1. Given the reactants [CH3:1][C:2]1[CH:6]=[C:5]([NH2:7])[NH:4][N:3]=1.C([O-])([O-])=O.[Cs+].[Cs+].C([O:16]/[CH:17]=[CH:18]/[C:19](OCC)=O)C.C(O)(=O)C, predict the reaction product. (7) Given the reactants [Br:1][C:2]1[CH:11]=[C:10]2[C:5]([C:6](=O)[CH:7]=[N:8][NH:9]2)=[CH:4][CH:3]=1.P(Cl)(Cl)([Cl:15])=O, predict the reaction product. The product is: [Br:1][C:2]1[CH:11]=[C:10]2[C:5]([C:6]([Cl:15])=[CH:7][N:8]=[N:9]2)=[CH:4][CH:3]=1.